Dataset: Retrosynthesis with 50K atom-mapped reactions and 10 reaction types from USPTO. Task: Predict the reactants needed to synthesize the given product. Given the product O=[N+]([O-])c1cnc2cc(OCc3ccccc3)ccc2c1NCC1CCOCC1, predict the reactants needed to synthesize it. The reactants are: NCC1CCOCC1.O=[N+]([O-])c1cnc2cc(OCc3ccccc3)ccc2c1Cl.